This data is from Reaction yield outcomes from USPTO patents with 853,638 reactions. The task is: Predict the reaction yield, written as a fraction of the theoretical maximum amount of product (1.0 means a 100% yield; for example, 0.34 means a 34% yield). The reactants are [CH3:1][O:2][C:3](=[O:17])[C:4]1[CH:9]=[CH:8][C:7]([NH:10][CH2:11][CH2:12][Cl:13])=[C:6]([N+:14]([O-])=O)[CH:5]=1. The catalyst is CO.[Pd]. The product is [CH3:1][O:2][C:3](=[O:17])[C:4]1[CH:9]=[CH:8][C:7]([NH:10][CH2:11][CH2:12][Cl:13])=[C:6]([NH2:14])[CH:5]=1. The yield is 0.980.